Dataset: Reaction yield outcomes from USPTO patents with 853,638 reactions. Task: Predict the reaction yield, written as a fraction of the theoretical maximum amount of product (1.0 means a 100% yield; for example, 0.34 means a 34% yield). (1) The reactants are [F:1][C:2]1[C:7]([C:8]#[N:9])=[C:6]([NH:10][C:11]2[CH:16]=[CH:15][CH:14]=[CH:13][CH:12]=2)[C:5]([N+:17]([O-])=O)=[CH:4][CH:3]=1.[NH4+].[Cl-]. The catalyst is CO.O.[Fe]. The product is [NH2:17][C:5]1[C:6]([NH:10][C:11]2[CH:12]=[CH:13][CH:14]=[CH:15][CH:16]=2)=[C:7]([C:2]([F:1])=[CH:3][CH:4]=1)[C:8]#[N:9]. The yield is 0.390. (2) The reactants are [NH2:1][CH2:2][C@@H:3]1[C@@H:11]([C@@:12]2([CH3:21])[CH2:17][CH2:16][C@H:15]([OH:18])[CH2:14][C@@H:13]2[CH2:19][OH:20])[CH2:10][CH2:9][C@@:8]2([CH3:22])[C@H:4]1[CH2:5][CH2:6][C:7]2=[CH2:23].C1CN([P+](ON2N=NC3C=CC=CC2=3)(N2CCCC2)N2CCCC2)CC1.F[P-](F)(F)(F)(F)F.[NH:57]1[CH:61]=[CH:60][CH:59]=[C:58]1[C:62](O)=[O:63].CCN(C(C)C)C(C)C. The catalyst is CCOC(C)=O.CN(C=O)C. The product is [OH:18][C@H:15]1[CH2:16][CH2:17][C@@:12]([C@H:11]2[CH2:10][CH2:9][C@@:8]3([CH3:22])[C@@H:4]([CH2:5][CH2:6][C:7]3=[CH2:23])[C@@H:3]2[CH2:2][NH:1][C:62]([C:58]2[NH:57][CH:61]=[CH:60][CH:59]=2)=[O:63])([CH3:21])[C@@H:13]([CH2:19][OH:20])[CH2:14]1. The yield is 0.540. (3) The reactants are [CH2:1]([O:4][CH:5]1[CH2:10][CH2:9][CH2:8][CH2:7][O:6]1)[C:2]#[CH:3].Br[CH2:12][CH2:13][CH2:14][CH2:15][CH2:16][CH2:17][CH2:18][CH2:19][CH2:20][CH2:21][CH2:22][CH3:23]. No catalyst specified. The product is [CH2:1]([O:4][CH:5]1[CH2:10][CH2:9][CH2:8][CH2:7][O:6]1)[C:2]#[C:3][CH2:23][CH2:22][CH2:21][CH2:20][CH2:19][CH2:18][CH2:17][CH2:16][CH2:15][CH2:14][CH2:13][CH3:12]. The yield is 0.800.